From a dataset of Forward reaction prediction with 1.9M reactions from USPTO patents (1976-2016). Predict the product of the given reaction. (1) Given the reactants O=C1C2C(=CC=CC=2)C(=O)[N:3]1[CH2:12][CH2:13][C:14]1([NH:17][C:18](=[O:24])[O:19][C:20]([CH3:23])([CH3:22])[CH3:21])[CH2:16][CH2:15]1.O.NN, predict the reaction product. The product is: [NH2:3][CH2:12][CH2:13][C:14]1([NH:17][C:18](=[O:24])[O:19][C:20]([CH3:22])([CH3:21])[CH3:23])[CH2:15][CH2:16]1. (2) Given the reactants [Br:1][C:2]1[CH:7]=[C:6]([Cl:8])[CH:5]=[CH:4][C:3]=1B1OC(C)(C)C(C)(C)O1.C(=O)([O-])[O-].[K+].[K+].Br[C:25]1[CH:34]=[CH:33][CH:32]=[C:31]2[C:26]=1[CH:27]=[CH:28][C:29]([S:35]([N:38](CC1C=CC(OC)=CC=1OC)[C:39]1[S:43][N:42]=[CH:41][N:40]=1)(=[O:37])=[O:36])=[CH:30]2, predict the reaction product. The product is: [Br:1][C:2]1[CH:7]=[C:6]([Cl:8])[CH:5]=[CH:4][C:3]=1[C:25]1[CH:34]=[CH:33][CH:32]=[C:31]2[C:26]=1[CH:27]=[CH:28][C:29]([S:35]([NH:38][C:39]1[S:43][N:42]=[CH:41][N:40]=1)(=[O:37])=[O:36])=[CH:30]2. (3) Given the reactants C(O)(=O)[C:2]1[CH:10]=[CH:9][CH:8]=[C:4]([C:5]([OH:7])=[O:6])[CH:3]=1.C(C1C[C:29](=O)[O:28][C:26]1=[O:27])=CCCCCCCCCCC.[CH2:32]1OC1.OC1C=CC(C(C2C=CC(O)=CC=2)(C)C)=CC=1.C1OC1C.OC1C=CC(C(C2C=CC(O)=CC=2)(C)C)=CC=1, predict the reaction product. The product is: [C:5]([O:7][CH3:32])(=[O:6])[C:4]1[CH:3]=[CH:2][C:10]([C:26]([O:28][CH3:29])=[O:27])=[CH:9][CH:8]=1.